Dataset: Reaction yield outcomes from USPTO patents with 853,638 reactions. Task: Predict the reaction yield, written as a fraction of the theoretical maximum amount of product (1.0 means a 100% yield; for example, 0.34 means a 34% yield). (1) The reactants are [Cl:1][C:2]1[C:10]2[N:9]=[C:8]3[N:11]([C:15]4[CH:20]=[CH:19][C:18]([Cl:21])=[CH:17][C:16]=4[Cl:22])[CH2:12][CH2:13][CH2:14][N:7]3[C:6]=2[C:5]([CH:23]([NH2:26])[CH2:24][CH3:25])=[CH:4][CH:3]=1.C(N(C(C)C)C(C)C)C.FC(F)(F)S(O[CH2:42][C:43]([F:46])([F:45])[F:44])(=O)=O.O. The catalyst is CN(C)C=O. The product is [Cl:1][C:2]1[C:10]2[N:9]=[C:8]3[N:11]([C:15]4[CH:20]=[CH:19][C:18]([Cl:21])=[CH:17][C:16]=4[Cl:22])[CH2:12][CH2:13][CH2:14][N:7]3[C:6]=2[C:5]([CH:23]([NH:26][CH2:42][C:43]([F:46])([F:45])[F:44])[CH2:24][CH3:25])=[CH:4][CH:3]=1. The yield is 0.320. (2) The reactants are [O:1]1CCCO[CH:2]1[CH2:7][CH2:8][N:9]1[C:17]2[C:12](=[CH:13][C:14]([O:18][CH:19]([F:21])[F:20])=[CH:15][CH:16]=2)[C:11]([C:22]2[N:23]=[C:24]3[C:30]([C:31]([NH:33][C:34]([CH3:37])([CH3:36])[CH3:35])=[O:32])=[CH:29][N:28]([CH2:38][O:39][CH2:40][CH2:41][Si:42]([CH3:45])([CH3:44])[CH3:43])[C:25]3=[N:26][CH:27]=2)=[N:10]1.Cl.C(=O)([O-])O.[Na+]. The catalyst is CC(C)=O. The product is [C:34]([NH:33][C:31]([C:30]1[C:24]2[C:25](=[N:26][CH:27]=[C:22]([C:11]3[C:12]4[C:17](=[CH:16][CH:15]=[C:14]([O:18][CH:19]([F:21])[F:20])[CH:13]=4)[N:9]([CH2:8][CH2:7][CH:2]=[O:1])[N:10]=3)[N:23]=2)[N:28]([CH2:38][O:39][CH2:40][CH2:41][Si:42]([CH3:45])([CH3:44])[CH3:43])[CH:29]=1)=[O:32])([CH3:36])([CH3:35])[CH3:37]. The yield is 0.297. (3) The yield is 0.279. The reactants are [C:1]1([C:7]2[C:11]([C:12]([F:15])([F:14])[F:13])=[C:10]([C:16]3[O:20][N:19]=[C:18]4[C:21]5[C:26]([CH2:27][CH2:28][C:17]=34)=[CH:25][C:24]([CH:29]=C)=[CH:23][CH:22]=5)[S:9][N:8]=2)[CH:6]=[CH:5][CH:4]=[CH:3][CH:2]=1.C[N+]1([O-])CCOCC1.I([O-])(=O)(=O)=O.[Na+].[NH:45]1[CH2:48][CH:47]([C:49]([OH:51])=[O:50])[CH2:46]1.C(O)(=O)C.C([BH3-])#N.[Na+]. The product is [C:1]1([C:7]2[C:11]([C:12]([F:13])([F:14])[F:15])=[C:10]([C:16]3[O:20][N:19]=[C:18]4[C:21]5[C:26]([CH2:27][CH2:28][C:17]=34)=[CH:25][C:24]([CH2:29][N:45]3[CH2:48][CH:47]([C:49]([OH:51])=[O:50])[CH2:46]3)=[CH:23][CH:22]=5)[S:9][N:8]=2)[CH:2]=[CH:3][CH:4]=[CH:5][CH:6]=1. The catalyst is C1COCC1.O.[Os](=O)(=O)(=O)=O.ClCCCl.CO.